Dataset: Forward reaction prediction with 1.9M reactions from USPTO patents (1976-2016). Task: Predict the product of the given reaction. (1) Given the reactants [CH2:1]([O:8][N:9]1[C:15](=[O:16])[N:14]2[CH2:17][C@H:10]1[CH2:11][CH2:12][C@H:13]2[C:18]([OH:20])=O)[C:2]1[CH:7]=[CH:6][CH:5]=[CH:4][CH:3]=1.[NH2:21][O:22][CH:23]1[CH2:28][CH2:27][N:26]([CH3:29])[CH2:25][CH2:24]1.ON1C2C=CC=CC=2N=N1.Cl.C(N=C=NCCCN(C)C)C, predict the reaction product. The product is: [CH2:1]([O:8][N:9]1[C:15](=[O:16])[N:14]2[CH2:17][C@H:10]1[CH2:11][CH2:12][C@H:13]2[C:18]([NH:21][O:22][CH:23]1[CH2:28][CH2:27][N:26]([CH3:29])[CH2:25][CH2:24]1)=[O:20])[C:2]1[CH:3]=[CH:4][CH:5]=[CH:6][CH:7]=1. (2) Given the reactants [C:1]([O:5][C:6]([NH:8][C:9]1[CH:17]=[CH:16][CH:15]=[C:14]2[C:10]=1[CH:11]=[N:12][N:13]2[CH:18]([C:23]1[CH:28]=[CH:27][C:26]([Cl:29])=[CH:25][CH:24]=1)[C:19]([O:21][CH3:22])=[O:20])=[O:7])([CH3:4])([CH3:3])[CH3:2].[CH2:30](I)[CH3:31].[H-].[Na+], predict the reaction product. The product is: [C:1]([O:5][C:6]([NH:8][C:9]1[CH:17]=[CH:16][CH:15]=[C:14]2[C:10]=1[CH:11]=[N:12][N:13]2[C:18]([C:23]1[CH:28]=[CH:27][C:26]([Cl:29])=[CH:25][CH:24]=1)([CH2:30][CH3:31])[C:19]([O:21][CH3:22])=[O:20])=[O:7])([CH3:4])([CH3:2])[CH3:3].